This data is from Catalyst prediction with 721,799 reactions and 888 catalyst types from USPTO. The task is: Predict which catalyst facilitates the given reaction. (1) Reactant: [NH2:1][CH2:2][C:3]1[C:8]([F:9])=[CH:7][C:6]([F:10])=[CH:5][C:4]=1[NH2:11].[C:12]1(=[O:18])[NH:16][C:15](=[O:17])[CH:14]=[CH:13]1. Product: [NH2:11][C:4]1[CH:5]=[C:6]([F:10])[CH:7]=[C:8]([F:9])[C:3]=1[CH2:2][NH:1][CH:14]1[CH2:13][C:12](=[O:18])[NH:16][C:15]1=[O:17]. The catalyst class is: 13. (2) Reactant: C([N:8]1[C:13](=[O:14])[C:12]([CH3:15])=[C:11]2[S:16][CH:17]=[CH:18][N:10]2[C:9]1=[O:19])C1C=CC=CC=1.[Cl-].[Al+3].[Cl-].[Cl-]. Product: [CH3:15][C:12]1[C:13](=[O:14])[NH:8][C:9](=[O:19])[N:10]2[CH:18]=[CH:17][S:16][C:11]=12. The catalyst class is: 48.